Dataset: Reaction yield outcomes from USPTO patents with 853,638 reactions. Task: Predict the reaction yield, written as a fraction of the theoretical maximum amount of product (1.0 means a 100% yield; for example, 0.34 means a 34% yield). (1) The reactants are [CH3:1][C:2]1[C:9]([CH3:10])=[CH:8][C:7]([CH3:11])=[C:6](/[CH:12]=[CH:13]/[CH3:14])[C:3]=1[CH:4]=[O:5].[H][H]. The catalyst is C(OCC)(=O)C.[C].[Pd]. The product is [CH3:1][C:2]1[C:9]([CH3:10])=[CH:8][C:7]([CH3:11])=[C:6]([CH2:12][CH2:13][CH3:14])[C:3]=1[CH:4]=[O:5]. The yield is 0.560. (2) The reactants are [NH2:1][C:2]1[C:11]2[C:6](=[CH:7][CH:8]=[C:9]([C:12]([NH:14]C3C=CC(CN)=CC=3)=[O:13])[CH:10]=2)[N:5]=[C:4]([CH3:23])[CH:3]=1.[Cl:24][C:25]1[N:33]=[CH:32][CH:31]=[CH:30][C:26]=1C(O)=O.C(N(CC)CC)C.[CH:49]1[CH:54]=[CH:53][C:52](P(N=[N+]=[N-])([C:49]2[CH:50]=[CH:51][CH:52]=[CH:53][CH:54]=2)=O)=[CH:51][CH:50]=1.[CH3:58][N:59]([CH:61]=[O:62])C. No catalyst specified. The product is [NH2:1][C:2]1[C:11]2[C:6](=[CH:7][CH:8]=[C:9]([C:12]([NH:14][C:49]3[CH:50]=[CH:51][C:52]([CH2:58][NH:59][C:61]([C:31]4[CH:32]=[N:33][C:25]([Cl:24])=[CH:26][CH:30]=4)=[O:62])=[CH:53][CH:54]=3)=[O:13])[CH:10]=2)[N:5]=[C:4]([CH3:23])[CH:3]=1. The yield is 0.0800. (3) The reactants are [N:1]1[CH:6]=[CH:5][CH:4]=[CH:3][C:2]=1[C:7]#[C:8][CH2:9][CH2:10][OH:11].C(N(CC)CC)C.[CH3:19][S:20](Cl)(=[O:22])=[O:21].C(=O)(O)[O-].[Na+]. The catalyst is C(Cl)Cl. The product is [CH3:19][S:20]([O:11][CH2:10][CH2:9][C:8]#[C:7][C:2]1[CH:3]=[CH:4][CH:5]=[CH:6][N:1]=1)(=[O:22])=[O:21]. The yield is 0.830. (4) The reactants are [Br:1][C:2]1[N:3]=[C:4]([C:9]#[C:10][Si](C)(C)C)[C:5]([NH2:8])=[N:6][CH:7]=1.[H-].[Na+].[C:17]1([CH3:27])[CH:22]=[CH:21][C:20]([S:23](Cl)(=[O:25])=[O:24])=[CH:19][CH:18]=1. The catalyst is CN(C=O)C. The product is [Br:1][C:2]1[N:3]=[C:4]2[CH:9]=[CH:10][N:8]([S:23]([C:20]3[CH:21]=[CH:22][C:17]([CH3:27])=[CH:18][CH:19]=3)(=[O:25])=[O:24])[C:5]2=[N:6][CH:7]=1. The yield is 0.520. (5) The reactants are [OH:1][C:2]1[C:10]2[C:5](=[CH:6][N:7]=[CH:8][CH:9]=2)[O:4][C:3]=1[C:11]([O:13][CH2:14][CH3:15])=[O:12].CCN(C(C)C)C(C)C.[F:25][C:26]([F:41])([C:37]([F:40])([F:39])[F:38])[C:27]([F:36])([F:35])[C:28]([F:34])([F:33])[S:29](F)(=[O:31])=[O:30]. The catalyst is C(Cl)Cl. The product is [F:41][C:26]([F:25])([C:37]([F:38])([F:39])[F:40])[C:27]([F:35])([F:36])[C:28]([F:34])([F:33])[S:29]([O:1][C:2]1[C:10]2[C:5](=[CH:6][N:7]=[CH:8][CH:9]=2)[O:4][C:3]=1[C:11]([O:13][CH2:14][CH3:15])=[O:12])(=[O:30])=[O:31]. The yield is 0.330.